From a dataset of Reaction yield outcomes from USPTO patents with 853,638 reactions. Predict the reaction yield, written as a fraction of the theoretical maximum amount of product (1.0 means a 100% yield; for example, 0.34 means a 34% yield). (1) The reactants are [Cl:1][C:2]1[CH:7]=[CH:6][C:5]([CH2:8]Cl)=[CH:4][N:3]=1.[NH:10]1[CH2:16][CH2:15][CH2:14][CH2:13][CH2:12][CH2:11]1.C(=O)([O-])[O-].[K+].[K+]. The catalyst is C(#N)C. The product is [Cl:1][C:2]1[N:3]=[CH:4][C:5]([CH2:8][N:10]2[CH2:16][CH2:15][CH2:14][CH2:13][CH2:12][CH2:11]2)=[CH:6][CH:7]=1. The yield is 0.590. (2) The reactants are [Mg].Br[CH:3]1[CH2:8][CH2:7][O:6][CH2:5][CH2:4]1.[F:9][C:10]1[CH:17]=[CH:16][C:13]([CH:14]=[O:15])=[CH:12][CH:11]=1. The catalyst is C1COCC1. The product is [F:9][C:10]1[CH:17]=[CH:16][C:13]([CH:14]([CH:3]2[CH2:8][CH2:7][O:6][CH2:5][CH2:4]2)[OH:15])=[CH:12][CH:11]=1. The yield is 0.330. (3) The reactants are [Cl:1][S:2]([OH:5])(=O)=[O:3].[CH2:6]([O:9][C:10]1[CH:15]=[CH:14][CH:13]=[CH:12][CH:11]=1)[C:7]#[CH:8]. The catalyst is ClCCl. The product is [CH2:6]([O:9][C:10]1[CH:15]=[CH:14][C:13]([S:2]([Cl:1])(=[O:5])=[O:3])=[CH:12][CH:11]=1)[C:7]#[CH:8]. The yield is 0.600. (4) The reactants are C([O:3][C:4](=O)[CH2:5][C:6]1[NH:10][C:9]2[CH:11]=[CH:12][CH:13]=[CH:14][C:8]=2[N:7]=1)C.O.[NH2:17][NH2:18]. The catalyst is C(O)C. The product is [NH:7]1[C:8]2[CH:14]=[CH:13][CH:12]=[CH:11][C:9]=2[N:10]=[C:6]1[CH2:5][C:4]([NH:17][NH2:18])=[O:3]. The yield is 0.760. (5) The reactants are Cl.[NH:2]1[CH2:7][CH2:6][C:5](O)(O)[CH2:4][CH2:3]1.[OH-:10].[Na+].[C:12](O[C:12]([O:14][C:15]([CH3:18])([CH3:17])[CH3:16])=[O:13])([O:14][C:15]([CH3:18])([CH3:17])[CH3:16])=[O:13]. The catalyst is CO. The product is [C:12]([CH:5]1[CH2:6][CH2:7][NH:2][C:3](=[O:10])[CH2:4]1)([O:14][C:15]([CH3:18])([CH3:17])[CH3:16])=[O:13]. The yield is 0.950. (6) The catalyst is O. The yield is 0.720. The reactants are Cl.[CH2:2]([N:9]1[CH2:14][CH2:13][C:12](=O)[CH:11](C(OCC)=O)[CH2:10]1)[C:3]1[CH:8]=[CH:7][CH:6]=[CH:5][CH:4]=1.Cl.Cl[CH2:23][C:24]([NH2:26])=[NH:25].[CH3:27][O-:28].[Na+].[CH3:30][OH:31]. The product is [CH2:2]([N:9]1[CH2:14][CH2:13][C:12]2[C:27](=[O:28])[NH:26][C:24]([CH2:23][O:31][CH3:30])=[N:25][C:11]=2[CH2:10]1)[C:3]1[CH:4]=[CH:5][CH:6]=[CH:7][CH:8]=1. (7) The reactants are [Cl:1][C:2]1[CH:3]=[C:4]([O:10][CH3:11])[CH:5]=[C:6]([O:8][CH3:9])[CH:7]=1.CN([CH:15]=[O:16])C.O=P(Cl)(Cl)Cl. No catalyst specified. The product is [Cl:1][C:2]1[C:3]([CH:15]=[O:16])=[C:4]([O:10][CH3:11])[CH:5]=[C:6]([O:8][CH3:9])[CH:7]=1. The yield is 0.783. (8) The reactants are [CH3:1][NH:2][C:3]([C:5]1[CH:14]=[CH:13][C:12]2[C:7](=[CH:8][CH:9]=[C:10]([C:15]([C:17]3[N:18]=[CH:19][N:20]([C:22]([C:35]4[CH:40]=[CH:39][CH:38]=[CH:37][CH:36]=4)([C:29]4[CH:34]=[CH:33][CH:32]=[CH:31][CH:30]=4)[C:23]4[CH:28]=[CH:27][CH:26]=[CH:25][CH:24]=4)[CH:21]=3)=[O:16])[CH:11]=2)[CH:6]=1)=[O:4].Cl.[C:42]([O:45][CH2:46]C)(=[O:44])[CH3:43]. The catalyst is C1COCC1. The product is [OH:16][C@@:15]([C:10]1[CH:9]=[CH:8][C:7]2[C:12](=[CH:13][CH:14]=[C:5]([C:3]([NH:2][CH3:1])=[O:4])[CH:6]=2)[CH:11]=1)([C:17]1[N:18]=[CH:19][N:20]([C:22]([C:23]2[CH:28]=[CH:27][CH:26]=[CH:25][CH:24]=2)([C:29]2[CH:30]=[CH:31][CH:32]=[CH:33][CH:34]=2)[C:35]2[CH:40]=[CH:39][CH:38]=[CH:37][CH:36]=2)[CH:21]=1)[CH2:43][C:42]([O:45][CH3:46])=[O:44]. The yield is 0.920.